Predict the reaction yield, written as a fraction of the theoretical maximum amount of product (1.0 means a 100% yield; for example, 0.34 means a 34% yield). From a dataset of Reaction yield outcomes from USPTO patents with 853,638 reactions. The reactants are [N+:1]([C:4]1[CH:9]=[C:8]([N+:10]([O-])=O)[CH:7]=[CH:6][C:5]=1/[CH:13]=[CH:14]/[C:15]([O:17][CH2:18][CH3:19])=[O:16])([O-])=O. The catalyst is CO.[OH-].[OH-].[Pd+2]. The product is [CH2:18]([O:17][C:15](=[O:16])[CH2:14][CH2:13][C:5]1[CH:6]=[CH:7][C:8]([NH2:10])=[CH:9][C:4]=1[NH2:1])[CH3:19]. The yield is 0.980.